The task is: Predict the reaction yield, written as a fraction of the theoretical maximum amount of product (1.0 means a 100% yield; for example, 0.34 means a 34% yield).. This data is from Reaction yield outcomes from USPTO patents with 853,638 reactions. (1) The reactants are [CH:1]([N:4]1[C:8]([C:9]2[N:18]=[C:17]3[N:11]([CH2:12][CH2:13][O:14][C:15]4[CH:22]=[C:21](O)[N:20]=[CH:19][C:16]=43)[CH:10]=2)=[N:7][CH:6]=[N:5]1)([CH3:3])[CH3:2].Cl.[NH2:25][CH2:26][C:27]([NH2:29])=[O:28]. The catalyst is CN1C(=O)CCC1. The product is [CH:1]([N:4]1[C:8]([C:9]2[N:18]=[C:17]3[C:16]4[CH:19]=[N:20][C:21]([NH:25][CH2:26][C:27]([NH2:29])=[O:28])=[CH:22][C:15]=4[O:14][CH2:13][CH2:12][N:11]3[CH:10]=2)=[N:7][CH:6]=[N:5]1)([CH3:2])[CH3:3]. The yield is 0.0800. (2) The reactants are N[C@@H:2]([C:7]([OH:9])=[O:8])[CH2:3][CH:4]([CH3:6])[CH3:5].N([O-])=O.[Na+].[BrH:14]. The catalyst is O. The product is [Br:14][C@H:2]([CH2:3][CH:4]([CH3:6])[CH3:5])[C:7]([OH:9])=[O:8]. The yield is 0.860. (3) The reactants are C([O:3][C:4](=[O:35])[CH2:5][CH2:6][C:7]1[CH:12]=[CH:11][CH:10]=[C:9]([N:13]2[C:17]([NH:18][C:19]([C:21]3[N:22]=[CH:23][C:24]4[C:29]([CH:30]=3)=[CH:28][CH:27]=[CH:26][CH:25]=4)=[O:20])=[CH:16][C:15]([C:31]([CH3:34])([CH3:33])[CH3:32])=[N:14]2)[CH:8]=1)C.[Li+].[OH-]. The catalyst is CO. The product is [C:31]([C:15]1[CH:16]=[C:17]([NH:18][C:19]([C:21]2[N:22]=[CH:23][C:24]3[C:29]([CH:30]=2)=[CH:28][CH:27]=[CH:26][CH:25]=3)=[O:20])[N:13]([C:9]2[CH:8]=[C:7]([CH2:6][CH2:5][C:4]([OH:35])=[O:3])[CH:12]=[CH:11][CH:10]=2)[N:14]=1)([CH3:34])([CH3:32])[CH3:33]. The yield is 0.880. (4) The reactants are [H-].[Al+3].[Li+].[H-].[H-].[H-].[CH3:7][S:8]([N:11]1[CH2:19][C:18]2[C:17]([C:20](OC)=[O:21])=[CH:16][CH:15]=[CH:14][C:13]=2[CH2:12]1)(=[O:10])=[O:9]. The product is [CH3:7][S:8]([N:11]1[CH2:19][C:18]2[C:13](=[CH:14][CH:15]=[CH:16][C:17]=2[CH2:20][OH:21])[CH2:12]1)(=[O:10])=[O:9]. The catalyst is C1COCC1.[OH-].[Na+]. The yield is 0.610. (5) The reactants are [NH2:1][C:2]1[C:3]([C:19]([O-:21])=O)=[N:4][C:5]([C:12]2[CH:17]=[CH:16][CH:15]=[C:14]([OH:18])[CH:13]=2)=[N:6][C:7]=1[NH:8][CH:9]([CH3:11])[CH3:10].[NH2:22]C1C(C([O-])=O)=NC(Cl)=NC=1NC(C)C.[OH:37][C:38]1C=C(B(O)O)C=CC=1.P([O-])([O-])([O-])=O.[K+].[K+].[K+].C1(P(C2CCCCC2)C2C=CC=CC=2C2C(OC)=CC=CC=2OC)CCCCC1. The catalyst is O1CCCC1.O.C([O-])(=O)C.[Pd+2].C([O-])(=O)C. The product is [CH:9]([N:8]1[C:38](=[O:37])[NH:1][C:2]2[C:7]1=[N:6][C:5]([C:12]1[CH:17]=[CH:16][CH:15]=[C:14]([OH:18])[CH:13]=1)=[N:4][C:3]=2[C:19]([NH2:22])=[O:21])([CH3:10])[CH3:11]. The yield is 0.290. (6) The reactants are [I:1][C:2]1[CH:12]=[CH:11][CH:10]=[CH:9][C:3]=1[CH:4]=[CH:5][C:6]([OH:8])=O.O=S(Cl)Cl.[NH:17]1[CH2:22][CH2:21][CH2:20][CH2:19][CH2:18]1.CCN(CC)CC. No catalyst specified. The product is [I:1][C:2]1[CH:12]=[CH:11][CH:10]=[CH:9][C:3]=1/[CH:4]=[CH:5]/[C:6]([N:17]1[CH2:22][CH2:21][CH2:20][CH2:19][CH2:18]1)=[O:8]. The yield is 0.660.